Task: Predict the reaction yield, written as a fraction of the theoretical maximum amount of product (1.0 means a 100% yield; for example, 0.34 means a 34% yield).. Dataset: Reaction yield outcomes from USPTO patents with 853,638 reactions (1) The reactants are [F:1][C:2]1[CH:7]=[CH:6][C:5]([S:8](Cl)(=O)=O)=[C:4]([C:12]([F:15])([F:14])[F:13])[CH:3]=1.O. The catalyst is O1CCOCC1. The product is [F:1][C:2]1[CH:7]=[CH:6][C:5]([SH:8])=[C:4]([C:12]([F:15])([F:13])[F:14])[CH:3]=1. The yield is 0.850. (2) The reactants are CCN(CC)CC.[NH2:8][C@@H:9]([CH2:15][C:16]1[CH:21]=[CH:20][CH:19]=[CH:18][CH:17]=1)[C@H:10]([OH:14])[C:11]([OH:13])=[O:12].Cl.Cl[C:24]([C:26]1[C:27]([CH3:36])=[C:28]([O:32][C:33](=[O:35])[CH3:34])[CH:29]=[CH:30][CH:31]=1)=[O:25].[Na+].[Cl-]. The catalyst is O1CCCC1.O. The product is [C:33]([O:32][C:28]1[C:27]([CH3:36])=[C:26]([CH:31]=[CH:30][CH:29]=1)[C:24]([NH:8][C@@H:9]([CH2:15][C:16]1[CH:21]=[CH:20][CH:19]=[CH:18][CH:17]=1)[C@H:10]([OH:14])[C:11]([OH:13])=[O:12])=[O:25])(=[O:35])[CH3:34]. The yield is 0.936. (3) The catalyst is C(O)(C(F)(F)F)=O. The reactants are [F:1][C:2]1[CH:3]=[C:4]([NH:10][C:11]2[C:16]([C:17]3[N:22]=[C:21]([CH3:23])[N:20]=[C:19]([N:24](CC4C=CC(OC)=CC=4)CC4C=CC(OC)=CC=4)[CH:18]=3)=[CH:15][C:14]([C@H:43]([N:45]3[CH2:50][CH2:49][N:48]([S:51]([CH3:54])(=[O:53])=[O:52])[CH2:47][C@@H:46]3[CH3:55])[CH3:44])=[CH:13][N:12]=2)[CH:5]=[N:6][C:7]=1[O:8][CH3:9].OS(C(F)(F)F)(=O)=O. The yield is 0.291. The product is [F:1][C:2]1[CH:3]=[C:4]([NH:10][C:11]2[C:16]([C:17]3[N:22]=[C:21]([CH3:23])[N:20]=[C:19]([NH2:24])[CH:18]=3)=[CH:15][C:14]([C@H:43]([N:45]3[CH2:50][CH2:49][N:48]([S:51]([CH3:54])(=[O:53])=[O:52])[CH2:47][C@@H:46]3[CH3:55])[CH3:44])=[CH:13][N:12]=2)[CH:5]=[N:6][C:7]=1[O:8][CH3:9]. (4) The reactants are [NH2:1][C:2]1[CH:12]=[CH:11][C:5]([C:6]([O:8][CH2:9][CH3:10])=[O:7])=[C:4]([S:13][CH3:14])[CH:3]=1.[I:15]Cl.CC(O)=O. The catalyst is C(O)(=O)C.CCOC(C)=O. The product is [NH2:1][C:2]1[C:12]([I:15])=[CH:11][C:5]([C:6]([O:8][CH2:9][CH3:10])=[O:7])=[C:4]([S:13][CH3:14])[CH:3]=1. The yield is 0.530. (5) The yield is 0.870. The product is [Si:1]([O:8][C@H:9]([CH3:38])[C@@H:10]([NH:25][C:26]1[CH:31]=[CH:30][C:29]([C:32]#[N:33])=[C:28]([C:34]([F:36])([F:35])[F:37])[CH:27]=1)[C:11]1[O:24][C:15]([C:16]2[CH:21]=[CH:20][C:19]([C:22]#[N:23])=[CH:18][CH:17]=2)=[N:14][N:13]=1)([C:4]([CH3:5])([CH3:6])[CH3:7])([CH3:3])[CH3:2]. The reactants are [Si:1]([O:8][C@H:9]([CH3:38])[C@@H:10]([NH:25][C:26]1[CH:31]=[CH:30][C:29]([C:32]#[N:33])=[C:28]([C:34]([F:37])([F:36])[F:35])[CH:27]=1)[C:11]([NH:13][NH:14][C:15](=[O:24])[C:16]1[CH:21]=[CH:20][C:19]([C:22]#[N:23])=[CH:18][CH:17]=1)=O)([C:4]([CH3:7])([CH3:6])[CH3:5])([CH3:3])[CH3:2].C1C=CC(P(C2C=CC=CC=2)C2C=CC=CC=2)=CC=1.II.CCN(CC)CC. The catalyst is C(Cl)Cl. (6) The product is [CH:1]([C:2]1[CH:11]=[CH:10][C:9]2[C:4](=[CH:5][CH:6]=[CH:7][C:8]=2[N:12]2[CH2:13][CH2:14][N:15]([C:18]([O:20][C:21]([CH3:24])([CH3:23])[CH3:22])=[O:19])[CH2:16][CH2:17]2)[N:3]=1)=[O:26]. The reactants are [CH3:1][C:2]1[CH:11]=[CH:10][C:9]2[C:4](=[CH:5][CH:6]=[CH:7][C:8]=2[N:12]2[CH2:17][CH2:16][N:15]([C:18]([O:20][C:21]([CH3:24])([CH3:23])[CH3:22])=[O:19])[CH2:14][CH2:13]2)[N:3]=1.[Se](=O)=[O:26]. The catalyst is O1CCOCC1. The yield is 0.710.